Dataset: Reaction yield outcomes from USPTO patents with 853,638 reactions. Task: Predict the reaction yield, written as a fraction of the theoretical maximum amount of product (1.0 means a 100% yield; for example, 0.34 means a 34% yield). The reactants are [CH2:1](Br)[CH:2]([CH3:4])[CH3:3].[OH:6][C:7]1[CH:16]=[CH:15][C:10]([C:11]([O:13][CH3:14])=[O:12])=[CH:9][C:8]=1[N+:17]([O-:19])=[O:18].C(=O)([O-])[O-].[K+].[K+]. The catalyst is CN(C=O)C. The product is [CH2:1]([O:6][C:7]1[CH:16]=[CH:15][C:10]([C:11]([O:13][CH3:14])=[O:12])=[CH:9][C:8]=1[N+:17]([O-:19])=[O:18])[CH:2]([CH3:4])[CH3:3]. The yield is 0.870.